Dataset: Reaction yield outcomes from USPTO patents with 853,638 reactions. Task: Predict the reaction yield, written as a fraction of the theoretical maximum amount of product (1.0 means a 100% yield; for example, 0.34 means a 34% yield). (1) The reactants are [OH:1][C:2]1[C:3](=[O:16])[CH:4]=[C:5]([CH2:8][O:9][CH:10]2[CH2:15][CH2:14][CH2:13][CH2:12][O:11]2)[O:6][CH:7]=1.C([O-])([O-])=O.[Cs+].[Cs+].[Br:23][CH2:24][CH2:25][CH2:26][CH2:27]Br. No catalyst specified. The product is [Br:23][CH2:24][CH2:25][CH2:26][CH2:27][O:1][C:2]1[C:3](=[O:16])[CH:4]=[C:5]([CH2:8][O:9][CH:10]2[CH2:15][CH2:14][CH2:13][CH2:12][O:11]2)[O:6][CH:7]=1. The yield is 0.710. (2) The reactants are [CH3:1][O:2][C:3]1[CH:4]=[C:5]([CH:8]=[C:9](OC)[C:10]=1[O:11][CH3:12])[CH:6]=[O:7].B(Br)(Br)Br.[OH2:19]. The catalyst is C(Cl)Cl. The product is [OH:19][C:8]1[CH:9]=[C:10]([O:11][CH3:12])[C:3]([O:2][CH3:1])=[CH:4][C:5]=1[CH:6]=[O:7]. The yield is 0.870. (3) The reactants are [Br:1][C:2]1[CH:3]=[C:4]([CH:10]([CH2:16][CH:17]([CH3:19])[CH3:18])[C:11]([O:13][CH2:14][CH3:15])=[O:12])[CH:5]=[C:6]([Cl:9])[C:7]=1[OH:8].C([O-])([O-])=O.[K+].[K+].[F:26][C:27]([F:31])([F:30])[CH2:28]I.O. The catalyst is CN(C=O)C. The product is [Br:1][C:2]1[CH:3]=[C:4]([CH:10]([CH2:16][CH:17]([CH3:18])[CH3:19])[C:11]([O:13][CH2:14][CH3:15])=[O:12])[CH:5]=[C:6]([Cl:9])[C:7]=1[O:8][CH2:28][C:27]([F:31])([F:30])[F:26]. The yield is 0.600. (4) The catalyst is O. The yield is 0.950. The reactants are FC(F)(F)C(O)=O.C([O:10][CH:11](OCC)[CH2:12][NH:13][C:14]([C:16]1[S:17][C:18]([C:21]2[CH:26]=[CH:25][C:24]([Cl:27])=[CH:23][CH:22]=2)=[CH:19][CH:20]=1)=[O:15])C. The product is [O:10]=[CH:11][CH2:12][NH:13][C:14]([C:16]1[S:17][C:18]([C:21]2[CH:26]=[CH:25][C:24]([Cl:27])=[CH:23][CH:22]=2)=[CH:19][CH:20]=1)=[O:15]. (5) The reactants are Br[C:2]1[C:3](=[O:10])[N:4]([CH3:9])[CH:5]=[C:6]([Br:8])[CH:7]=1.[NH2:11][C:12]1[N:17]=[N:16][C:15]([N:18]2[CH2:23][CH2:22][N:21]([C:24]([O:26][C:27]([CH3:30])([CH3:29])[CH3:28])=[O:25])[CH2:20][CH2:19]2)=[CH:14][CH:13]=1. No catalyst specified. The product is [Br:8][C:6]1[CH:7]=[C:2]([NH:11][C:12]2[N:17]=[N:16][C:15]([N:18]3[CH2:23][CH2:22][N:21]([C:24]([O:26][C:27]([CH3:30])([CH3:29])[CH3:28])=[O:25])[CH2:20][CH2:19]3)=[CH:14][CH:13]=2)[C:3](=[O:10])[N:4]([CH3:9])[CH:5]=1. The yield is 0.600. (6) The reactants are CC([O-])(C)C.[K+].COC[O:10][C:11]1[CH:12]=[CH:13][C:14]2[C@@H:15]3[C@@H:23]([CH2:24][C:25](=[O:28])[C:26]=2[CH:27]=1)[C@H:22]1[C@@:18]([CH3:33])([C@@H:19]([O:29]COC)[CH2:20][CH2:21]1)[CH2:17][CH2:16]3.I[CH2:35][CH2:36][CH2:37][CH2:38][CH2:39][O:40][CH2:41][C:42]1[CH:47]=[CH:46][CH:45]=[CH:44][CH:43]=1.Cl. The catalyst is C1COCC1. The product is [CH2:41]([O:40][CH2:39][CH2:38][CH2:37][CH2:36][CH2:35][C@H:24]1[C@@H:23]2[C@H:15]([CH2:16][CH2:17][C@@:18]3([CH3:33])[C@H:22]2[CH2:21][CH2:20][C@@H:19]3[OH:29])[C:14]2[CH:13]=[CH:12][C:11]([OH:10])=[CH:27][C:26]=2[C:25]1=[O:28])[C:42]1[CH:47]=[CH:46][CH:45]=[CH:44][CH:43]=1. The yield is 0.440. (7) The reactants are [NH2:1][C:2]1[CH:18]=[CH:17][C:5]([O:6][C:7]2[CH:12]=[CH:11][N:10]=[C:9]([C:13]([NH2:15])=[O:14])[C:8]=2[Cl:16])=[C:4]([F:19])[CH:3]=1.[CH3:20][N:21]1[C:25]([CH3:26])=[C:24]([C:27](O)=[O:28])[C:23](=[O:30])[N:22]1[C:31]1[CH:36]=[CH:35][CH:34]=[CH:33][CH:32]=1.CCN=C=NCCCN(C)C.C1C=NC2N(O)N=NC=2C=1. The catalyst is C(Cl)Cl. The product is [Cl:16][C:8]1[C:9]([C:13]([NH2:15])=[O:14])=[N:10][CH:11]=[CH:12][C:7]=1[O:6][C:5]1[CH:17]=[CH:18][C:2]([NH:1][C:27]([C:24]2[C:23](=[O:30])[N:22]([C:31]3[CH:32]=[CH:33][CH:34]=[CH:35][CH:36]=3)[N:21]([CH3:20])[C:25]=2[CH3:26])=[O:28])=[CH:3][C:4]=1[F:19]. The yield is 0.932. (8) The yield is 1.00. The product is [CH3:48][O:49][C:50](=[O:54])[CH2:51][CH2:52][NH:53][C:13](=[O:15])[C:12]1[CH:11]=[CH:10][C:9]([NH:8][C:6]([O:5][C:1]([CH3:2])([CH3:3])[CH3:4])=[O:7])=[CH:17][CH:16]=1. The catalyst is CN(C=O)C. The reactants are [C:1]([O:5][C:6]([NH:8][C:9]1[CH:17]=[CH:16][C:12]([C:13]([OH:15])=O)=[CH:11][CH:10]=1)=[O:7])([CH3:4])([CH3:3])[CH3:2].ON1C2C=CC=CC=2N=N1.Cl.C(N=C=NCCCN(C)C)C.CN1CCOCC1.Cl.[CH3:48][O:49][C:50](=[O:54])[CH2:51][CH2:52][NH2:53]. (9) The reactants are CN([CH:9]=[O:10])C1C=CC=CC=1.O=P(Cl)(Cl)Cl.[CH3:16][O:17][C:18]1[CH:23]=[CH:22][C:21]([O:24][CH3:25])=[C:20]([O:26][CH3:27])[C:19]=1[O:28][CH3:29]. The catalyst is C(Cl)Cl.CCOC(C)=O. The product is [CH3:16][O:17][C:18]1[C:19]([O:28][CH3:29])=[C:20]([O:26][CH3:27])[C:21]([O:24][CH3:25])=[CH:22][C:23]=1[CH:9]=[O:10]. The yield is 0.940.